From a dataset of Reaction yield outcomes from USPTO patents with 853,638 reactions. Predict the reaction yield, written as a fraction of the theoretical maximum amount of product (1.0 means a 100% yield; for example, 0.34 means a 34% yield). The reactants are [Br:1][C:2]1[CH:10]=[CH:9][C:5]([C:6]([OH:8])=O)=[C:4]([CH2:11][O:12][C:13]2[CH:18]=[CH:17][C:16]([F:19])=[CH:15][CH:14]=2)[CH:3]=1.FC(F)(F)C(OC(=O)C(F)(F)F)=O.[OH-].[Na+]. The catalyst is ClCCl. The product is [Br:1][C:2]1[CH:10]=[CH:9][C:5]2[C:6](=[O:8])[C:14]3[CH:15]=[C:16]([F:19])[CH:17]=[CH:18][C:13]=3[O:12][CH2:11][C:4]=2[CH:3]=1. The yield is 0.340.